From a dataset of Peptide-MHC class I binding affinity with 185,985 pairs from IEDB/IMGT. Regression. Given a peptide amino acid sequence and an MHC pseudo amino acid sequence, predict their binding affinity value. This is MHC class I binding data. (1) The peptide sequence is SSCKMALLFK. The MHC is HLA-B53:01 with pseudo-sequence HLA-B53:01. The binding affinity (normalized) is 0.0737. (2) The peptide sequence is QQTHIQQDPAL. The MHC is Mamu-A07 with pseudo-sequence Mamu-A07. The binding affinity (normalized) is 0.0345. (3) The peptide sequence is SSCSSCPLSKI. The MHC is HLA-A23:01 with pseudo-sequence HLA-A23:01. The binding affinity (normalized) is 0.